Predict which catalyst facilitates the given reaction. From a dataset of Catalyst prediction with 721,799 reactions and 888 catalyst types from USPTO. (1) Reactant: [Cl:1][C:2]1[CH:3]=[CH:4][C:5]2[CH2:11][N:10]([C:12]([O:14]C(C)(C)C)=O)[CH2:9][C:8](=[O:19])[NH:7][C:6]=2[CH:20]=1.C(N(CC)CC)C.[Cl:28][C:29]1[CH:37]=[CH:36][C:32](C(Cl)=O)=[CH:31][CH:30]=1.C(OCC)(=O)C. Product: [Cl:1][C:2]1[CH:3]=[CH:4][C:5]2[CH2:11][N:10]([C:12](=[O:14])[C:32]3[CH:36]=[CH:37][C:29]([Cl:28])=[CH:30][CH:31]=3)[CH2:9][C:8](=[O:19])[NH:7][C:6]=2[CH:20]=1. The catalyst class is: 330. (2) Reactant: CN(CCN(C)C)C.C([Li])(CC)C.[F:14][C:15]1[CH:23]=[C:22]([F:24])[CH:21]=[CH:20][C:16]=1[C:17]([OH:19])=[O:18].CN([CH:28]=[O:29])C. Product: [F:14][C:15]1[C:23]([CH:28]=[O:29])=[C:22]([F:24])[CH:21]=[CH:20][C:16]=1[C:17]([OH:19])=[O:18]. The catalyst class is: 1. (3) Reactant: [NH2:1][C:2]1[CH:7]=[C:6]([Cl:8])[N:5]=[C:4](Cl)[C:3]=1[N+:10]([O-:12])=[O:11].C(N(CC)CC)C.[CH3:20][O:21][C:22]1[CH:38]=[CH:37][C:25]([CH2:26][NH:27][CH2:28][C:29]2[CH:34]=[CH:33][C:32]([O:35][CH3:36])=[CH:31][CH:30]=2)=[CH:24][CH:23]=1. Product: [CH3:36][O:35][C:32]1[CH:31]=[CH:30][C:29]([CH2:28][N:27]([CH2:26][C:25]2[CH:37]=[CH:38][C:22]([O:21][CH3:20])=[CH:23][CH:24]=2)[C:4]2[C:3]([N+:10]([O-:12])=[O:11])=[C:2]([NH2:1])[CH:7]=[C:6]([Cl:8])[N:5]=2)=[CH:34][CH:33]=1. The catalyst class is: 4. (4) Reactant: C(OC(=O)[NH:7][CH2:8][CH2:9][S:10][S:11][CH2:12][CH2:13][NH:14][C:15](=[O:26])[C:16]1[CH:21]=[CH:20][C:19]([C:22]#[C:23][C:24]#[N:25])=[CH:18][CH:17]=1)(C)(C)C.[C:28]([OH:34])([C:30]([F:33])([F:32])[F:31])=[O:29]. Product: [F:31][C:30]([F:33])([F:32])[C:28]([O-:34])=[O:29].[C:24]([C:23]#[C:22][C:19]1[CH:20]=[CH:21][C:16]([C:15]([NH:14][CH2:13][CH2:12][S:11][S:10][CH2:9][CH2:8][NH3+:7])=[O:26])=[CH:17][CH:18]=1)#[N:25]. The catalyst class is: 291.